From a dataset of Forward reaction prediction with 1.9M reactions from USPTO patents (1976-2016). Predict the product of the given reaction. (1) Given the reactants [NH:1]1[C:9]2[C:4](=[CH:5][C:6]([C:10]([O:12][CH3:13])=[O:11])=[CH:7][CH:8]=2)[CH:3]=[N:2]1.[H-].[Na+].Br[CH2:17][C:18]1[CH:23]=[CH:22][C:21]([C:24]2[C:25]([C:30]([O:32][C:33]([CH3:36])([CH3:35])[CH3:34])=[O:31])=[CH:26][CH:27]=[CH:28][CH:29]=2)=[CH:20][CH:19]=1, predict the reaction product. The product is: [C:33]([O:32][C:30]([C:25]1[CH:26]=[CH:27][CH:28]=[CH:29][C:24]=1[C:21]1[CH:22]=[CH:23][C:18]([CH2:17][N:1]2[C:9]3[C:4](=[CH:5][C:6]([C:10]([O:12][CH3:13])=[O:11])=[CH:7][CH:8]=3)[CH:3]=[N:2]2)=[CH:19][CH:20]=1)=[O:31])([CH3:36])([CH3:35])[CH3:34]. (2) Given the reactants [CH3:1][Si:2]([CH3:23])([CH3:22])[CH2:3][CH2:4][O:5][C:6](=[O:21])[N:7]([CH2:9][C@@H:10]([NH:13][C:14]([O:16][C:17]([CH3:20])([CH3:19])[CH3:18])=[O:15])[CH:11]=[O:12])[CH3:8].[CH:24]1([Mg]Cl)[CH2:29][CH2:28][CH2:27][CH2:26][CH2:25]1, predict the reaction product. The product is: [C:17]([O:16][C:14]([NH:13][C@H:10]([CH2:9][N:7]([CH3:8])[C:6]([O:5][CH2:4][CH2:3][Si:2]([CH3:1])([CH3:22])[CH3:23])=[O:21])[C@@H:11]([CH:24]1[CH2:29][CH2:28][CH2:27][CH2:26][CH2:25]1)[OH:12])=[O:15])([CH3:20])([CH3:18])[CH3:19]. (3) Given the reactants Br[C:2]1[N:11]=[CH:10][CH:9]=[CH:8][C:3]=1[C:4]([O:6][CH3:7])=[O:5].[C:12]1(B(O)O)[CH:17]=[CH:16][CH:15]=[CH:14][CH:13]=1.C([O-])([O-])=O.[Na+].[Na+], predict the reaction product. The product is: [C:12]1([C:2]2[N:11]=[CH:10][CH:9]=[CH:8][C:3]=2[C:4]([O:6][CH3:7])=[O:5])[CH:17]=[CH:16][CH:15]=[CH:14][CH:13]=1. (4) The product is: [Cl:19][CH2:20][C:21]1[CH:22]=[C:23]([CH:27]=[CH:28][N:29]=1)[C:24]([NH:12][C:10]1[S:11][C:7]2[C:6]([CH:13]3[CH2:18][CH2:17][O:16][CH2:15][CH2:14]3)=[CH:5][CH:4]=[C:3]([O:2][CH3:1])[C:8]=2[N:9]=1)=[O:25]. Given the reactants [CH3:1][O:2][C:3]1[C:8]2[N:9]=[C:10]([NH2:12])[S:11][C:7]=2[C:6]([CH:13]2[CH2:18][CH2:17][O:16][CH2:15][CH2:14]2)=[CH:5][CH:4]=1.[Cl:19][CH2:20][C:21]1[CH:22]=[C:23]([CH:27]=[CH:28][N:29]=1)[C:24](O)=[O:25].O1CC(C2C3SC(NC(C4SC(C)=CC=4)=O)=NC=3C(OC)=CC=2)COCC1, predict the reaction product. (5) Given the reactants [NH2:1][C:2]1[CH:3]=[C:4]([N:8]([CH3:29])[C:9]2[C:14]([Cl:15])=[CH:13][N:12]=[C:11]([NH:16][C:17]3[CH:18]=[N:19][N:20]([CH:22]4[CH2:27][CH2:26][N:25]([CH3:28])[CH2:24][CH2:23]4)[CH:21]=3)[N:10]=2)[CH:5]=[CH:6][CH:7]=1.[C:30](Cl)(=[O:33])[CH:31]=[CH2:32], predict the reaction product. The product is: [Cl:15][C:14]1[C:9]([N:8]([CH3:29])[C:4]2[CH:3]=[C:2]([NH:1][C:30](=[O:33])[CH:31]=[CH2:32])[CH:7]=[CH:6][CH:5]=2)=[N:10][C:11]([NH:16][C:17]2[CH:18]=[N:19][N:20]([CH:22]3[CH2:27][CH2:26][N:25]([CH3:28])[CH2:24][CH2:23]3)[CH:21]=2)=[N:12][CH:13]=1. (6) Given the reactants C1(C)C=CC(S(N[C@H](C2C=CC=CC=2)[C@@H](C2C=CC=CC=2)N)(=O)=O)=CC=1.C(O)(C)C.CC(C)([O-])C.[K+].[Cl:37][CH2:38][C:39]([C:41]1[CH:46]=[CH:45][CH:44]=[C:43]([N:47]([CH3:49])[CH3:48])[CH:42]=1)=[O:40], predict the reaction product. The product is: [Cl:37][CH2:38][CH:39]([C:41]1[CH:46]=[CH:45][CH:44]=[C:43]([N:47]([CH3:49])[CH3:48])[CH:42]=1)[OH:40]. (7) Given the reactants Cl.[OH:2][C@H:3]1[CH2:7][NH:6][C@@H:5]([CH2:8][C:9]([OH:11])=[O:10])[CH2:4]1.C(N(CC)CC)C.[C:19]1([C:25]2[CH:33]=[CH:32][C:28]([C:29](Cl)=[O:30])=[CH:27][CH:26]=2)[CH:24]=[CH:23][CH:22]=[CH:21][CH:20]=1, predict the reaction product. The product is: [C:25]1([C:19]2[CH:20]=[CH:21][CH:22]=[CH:23][CH:24]=2)[CH:26]=[CH:27][C:28]([C:29]([N:6]2[CH2:7][C@H:3]([OH:2])[CH2:4][C@H:5]2[CH2:8][C:9]([OH:11])=[O:10])=[O:30])=[CH:32][CH:33]=1. (8) Given the reactants [Si]([O:8][C@@H:9]([C@H:11]1[C:14](=[O:15])[NH:13][C@@H:12]1[CH2:16][C:17]([C:19]1[CH:20]=[C:21]([CH:29]=[CH:30][CH:31]=1)[C:22]([O:24][C:25]([CH3:28])([CH3:27])[CH3:26])=[O:23])=[O:18])[CH3:10])(C(C)(C)C)(C)C.C(O)(=O)C.[F-].C([N+](CCCC)(CCCC)CCCC)CCC.C(=O)([O-])O.[Na+], predict the reaction product. The product is: [OH:8][C@@H:9]([C@H:11]1[C:14](=[O:15])[NH:13][C@@H:12]1[CH2:16][C:17]([C:19]1[CH:20]=[C:21]([CH:29]=[CH:30][CH:31]=1)[C:22]([O:24][C:25]([CH3:26])([CH3:28])[CH3:27])=[O:23])=[O:18])[CH3:10].